This data is from Reaction yield outcomes from USPTO patents with 853,638 reactions. The task is: Predict the reaction yield, written as a fraction of the theoretical maximum amount of product (1.0 means a 100% yield; for example, 0.34 means a 34% yield). (1) The reactants are [CH3:1][C:2]1[O:6][C:5]([CH2:7][C:8]2[CH:13]=[CH:12][C:11]([CH2:14][C:15](Cl)=[N:16][OH:17])=[CH:10][CH:9]=2)=[CH:4][CH:3]=1.O1CCCC1.[C:24]([C:26]1[C:27]([NH2:33])=[N:28][C:29]([NH2:32])=[CH:30][CH:31]=1)#[CH:25].C(N(CC)CC)C. The catalyst is O. The product is [CH3:1][C:2]1[O:6][C:5]([CH2:7][C:8]2[CH:13]=[CH:12][C:11]([CH2:14][C:15]3[CH:25]=[C:24]([C:26]4[C:27]([NH2:33])=[N:28][C:29]([NH2:32])=[CH:30][CH:31]=4)[O:17][N:16]=3)=[CH:10][CH:9]=2)=[CH:4][CH:3]=1. The yield is 0.760. (2) The reactants are [CH2:1]([O:4][CH2:5][CH2:6][OH:7])[CH:2]=[CH2:3].[H-].[Na+].Br[CH2:11][C:12]([O:14][CH3:15])=[O:13]. The catalyst is C1COCC1. The product is [CH3:15][O:14][C:12](=[O:13])[CH2:11][O:7][CH2:6][CH2:5][O:4][CH2:1][CH:2]=[CH2:3]. The yield is 0.550.